This data is from Full USPTO retrosynthesis dataset with 1.9M reactions from patents (1976-2016). The task is: Predict the reactants needed to synthesize the given product. Given the product [N:32]1([C:1]([O:2][CH2:3][CH2:4][N:5]2[CH2:6][CH2:7][N:8]([CH3:11])[CH2:9][CH2:10]2)=[O:22])[C:41]2[C:36](=[CH:37][CH:38]=[CH:39][CH:40]=2)[CH2:35][CH2:34][CH2:33]1, predict the reactants needed to synthesize it. The reactants are: [C:1](=[O:22])(OC1C=CC([N+]([O-])=O)=CC=1)[O:2][CH2:3][CH2:4][N:5]1[CH2:10][CH2:9][N:8]([CH3:11])[CH2:7][CH2:6]1.CCN(C(C)C)C(C)C.[NH:32]1[C:41]2[C:36](=[CH:37][CH:38]=[CH:39][CH:40]=2)[CH2:35][CH2:34][CH2:33]1.